From a dataset of Catalyst prediction with 721,799 reactions and 888 catalyst types from USPTO. Predict which catalyst facilitates the given reaction. (1) Reactant: [NH2:1][CH2:2][C:3]1([C:16]2[CH:21]=[CH:20][CH:19]=[CH:18][CH:17]=2)[CH2:8][CH2:7][N:6]([C:9]([O:11]C(C)(C)C)=[O:10])[CH2:5][CH2:4]1.[F:22][C:23]1[C:24]([C:42]([OH:44])=O)=[N:25][CH:26]=[CH:27][C:28]=1[S:29][C:30]1[S:34][C:33]([NH:35][C:36]2[CH:41]=[CH:40][CH:39]=[CH:38][N:37]=2)=[N:32][CH:31]=1.[CH3:45]CN=C=NCCCN(C)C.[CH:56]1[CH:57]=CC2N(O)N=N[C:60]=2[CH:61]=1.C(N(C(C)C)CC)(C)C. Product: [F:22][C:23]1[C:24]([C:42]([NH:1][CH2:2][C:3]2([C:16]3[CH:17]=[CH:18][CH:19]=[CH:20][CH:21]=3)[CH2:4][CH2:5][N:6]([C:9]([O:11][CH2:57][CH2:56][CH2:61][CH3:60])=[O:10])[CH2:7][CH2:8]2)=[O:44])=[N:25][CH:26]=[CH:27][C:28]=1[S:29][C:30]1[S:34][C:33]([NH:35][C:36]2[CH:41]=[C:40]([CH3:45])[CH:39]=[CH:38][N:37]=2)=[N:32][CH:31]=1. The catalyst class is: 179. (2) Reactant: [OH-].[Na+].C([O:5][C:6]([C:8]1[C:9]([CH3:30])=[N:10][N:11]2[C:16]([O:17][CH2:18][C:19]3[C:24]([F:25])=[CH:23][CH:22]=[CH:21][C:20]=3[F:26])=[CH:15][C:14]([CH:27]3[CH2:29][CH2:28]3)=[CH:13][C:12]=12)=[O:7])C.C[Si](C)(C)[O-].[K+]. Product: [CH:27]1([C:14]2[CH:15]=[C:16]([O:17][CH2:18][C:19]3[C:20]([F:26])=[CH:21][CH:22]=[CH:23][C:24]=3[F:25])[N:11]3[N:10]=[C:9]([CH3:30])[C:8]([C:6]([OH:7])=[O:5])=[C:12]3[CH:13]=2)[CH2:28][CH2:29]1. The catalyst class is: 5. (3) Reactant: [CH3:1][C:2]1[CH:11]=[CH:10][C:9]2[C:4](=[CH:5][C:6]([C:12]([OH:14])=[O:13])=[CH:7][CH:8]=2)[N:3]=1.[C:15]([O-])([O-])=O.[K+].[K+].CI.O. Product: [CH3:1][C:2]1[CH:11]=[CH:10][C:9]2[C:4](=[CH:5][C:6]([C:12]([O:14][CH3:15])=[O:13])=[CH:7][CH:8]=2)[N:3]=1. The catalyst class is: 566. (4) Reactant: [CH3:1][C:2]1[CH:9]=[CH:8][C:5]([C:6]#[N:7])=[CH:4][C:3]=1[OH:10].[H-].[Na+].O=O.I[CH2:16][CH3:17]. Product: [CH2:16]([O:10][C:3]1[CH:4]=[C:5]([CH:8]=[CH:9][C:2]=1[CH3:1])[C:6]#[N:7])[CH3:17]. The catalyst class is: 3. (5) Reactant: Br[C:2]1[CH2:6][CH2:5][CH2:4][C:3]=1[N:7]1[C:15]2[CH:14]=[CH:13][C:12]([CH3:16])=[CH:11][C:10]=2[C:9]2[CH2:17][N:18]([CH3:21])[CH2:19][CH2:20][C:8]1=2.[C:22]1(B(O)O)[C:31]2[C:26](=[CH:27][CH:28]=[CH:29][CH:30]=2)[CH:25]=[CH:24][CH:23]=1.C(=O)([O-])[O-].[K+].[K+].COCCOC. Product: [CH3:21][N:18]1[CH2:19][CH2:20][C:8]2[N:7]([C:3]3[CH2:4][CH2:5][CH2:6][C:2]=3[C:22]3[C:31]4[C:26](=[CH:27][CH:28]=[CH:29][CH:30]=4)[CH:25]=[CH:24][CH:23]=3)[C:15]3[CH:14]=[CH:13][C:12]([CH3:16])=[CH:11][C:10]=3[C:9]=2[CH2:17]1. The catalyst class is: 103. (6) Reactant: [CH:1]([N:14]1[CH2:17][C:16]([CH2:20][CH3:21])([C:18]#[N:19])[CH2:15]1)([C:8]1[CH:13]=[CH:12][CH:11]=[CH:10][CH:9]=1)[C:2]1[CH:7]=[CH:6][CH:5]=[CH:4][CH:3]=1.[H-].[H-].[H-].[H-].[Li+].[Al+3].C(OCC)C.[OH-].[Na+]. Product: [CH:1]([N:14]1[CH2:17][C:16]([CH2:18][NH2:19])([CH2:20][CH3:21])[CH2:15]1)([C:8]1[CH:13]=[CH:12][CH:11]=[CH:10][CH:9]=1)[C:2]1[CH:3]=[CH:4][CH:5]=[CH:6][CH:7]=1. The catalyst class is: 20.